Dataset: Peptide-MHC class II binding affinity with 134,281 pairs from IEDB. Task: Regression. Given a peptide amino acid sequence and an MHC pseudo amino acid sequence, predict their binding affinity value. This is MHC class II binding data. (1) The peptide sequence is KKMTTTFTNYMVDMFLA. The MHC is DRB1_0301 with pseudo-sequence DRB1_0301. The binding affinity (normalized) is 0.689. (2) The peptide sequence is FPTIPLSRLFDNAML. The MHC is DRB1_1101 with pseudo-sequence DRB1_1101. The binding affinity (normalized) is 0.221. (3) The peptide sequence is QLIEVSSPITLQALVQ. The MHC is H-2-IAb with pseudo-sequence H-2-IAb. The binding affinity (normalized) is 0.721. (4) The MHC is DRB1_0401 with pseudo-sequence DRB1_0401. The binding affinity (normalized) is 0. The peptide sequence is QFRRVKCKYPEGTKV. (5) The peptide sequence is HELQIVDKIDAAFKI. The MHC is DRB3_0101 with pseudo-sequence DRB3_0101. The binding affinity (normalized) is 0.751. (6) The peptide sequence is IAMEVVLRKRQGPKQ. The MHC is HLA-DQA10201-DQB10402 with pseudo-sequence HLA-DQA10201-DQB10402. The binding affinity (normalized) is 0. (7) The peptide sequence is SNQVKFYFNKRLN. The MHC is HLA-DPA10201-DPB10101 with pseudo-sequence HLA-DPA10201-DPB10101. The binding affinity (normalized) is 0.275.